Dataset: Full USPTO retrosynthesis dataset with 1.9M reactions from patents (1976-2016). Task: Predict the reactants needed to synthesize the given product. (1) Given the product [Cl:35][C:36]1[C:41]([F:42])=[CH:40][CH:39]=[CH:38][C:37]=1[C:2]1[CH:11]=[CH:10][C:5]([C:6]([O:8][CH3:9])=[O:7])=[CH:4][C:3]=1[CH2:12][O:13][CH3:14], predict the reactants needed to synthesize it. The reactants are: Br[C:2]1[CH:11]=[CH:10][C:5]([C:6]([O:8][CH3:9])=[O:7])=[CH:4][C:3]=1[CH2:12][O:13][CH3:14].FC1C(C)=C(C2C=CC(C(O)=O)=CC=2COC)C=CC=1.[Cl:35][C:36]1[C:41]([F:42])=[CH:40][CH:39]=[CH:38][C:37]=1B(O)O.[F-].[Cs+].C1(P(C2CCCCC2)C2C=CC=CC=2C2C(OC)=CC=CC=2OC)CCCCC1. (2) The reactants are: [Cl:1][C:2]1[CH:7]=[CH:6][C:5]([S:8]([NH:11][C@@H:12]2[CH2:18][C:17]([F:20])([F:19])[CH2:16][CH2:15][NH:14][C:13]2=[O:21])(=[O:10])=[O:9])=[CH:4][CH:3]=1.Br[CH2:23][C:24]1[CH:29]=[CH:28][C:27]([CH:30]([F:32])[F:31])=[CH:26][CH:25]=1. Given the product [Cl:1][C:2]1[CH:7]=[CH:6][C:5]([S:8]([N:11]([CH2:23][C:24]2[CH:29]=[CH:28][C:27]([CH:30]([F:32])[F:31])=[CH:26][CH:25]=2)[C@@H:12]2[CH2:18][C:17]([F:19])([F:20])[CH2:16][CH2:15][NH:14][C:13]2=[O:21])(=[O:9])=[O:10])=[CH:4][CH:3]=1, predict the reactants needed to synthesize it. (3) Given the product [Cl:8][C:9]1[N:10]=[C:11]([N:18]2[CH2:19][CH2:20][O:21][CH2:22][CH2:23]2)[C:12]2[CH2:17][N:16]([C:39]([O:41][CH2:42][CH3:43])=[O:40])[CH2:15][C:13]=2[N:14]=1, predict the reactants needed to synthesize it. The reactants are: FC(F)(F)C(O)=O.[Cl:8][C:9]1[N:10]=[C:11]([N:18]2[CH2:23][CH2:22][O:21][CH2:20][CH2:19]2)[C:12]2[CH2:17][NH:16][CH2:15][C:13]=2[N:14]=1.C(O)(C(F)(F)F)=O.C(N(CC)CC)C.Cl[C:39]([O:41][CH2:42][CH3:43])=[O:40]. (4) Given the product [CH3:22][CH2:23][CH2:24][CH:25]([CH3:28])[CH3:26].[C:3]([O:5][CH2:6][CH3:8])(=[O:4])[CH3:16].[N+:49]([C:52]1[CH:53]=[CH:54][C:55]([C:56]([O:15][C@@H:16]2[CH2:20][CH2:19][CH2:18][C@@H:17]2[O:21][C:22]2[CH:23]=[CH:24][C:25]([CH:26]=[O:27])=[CH:28][CH:29]=2)=[O:57])=[CH:59][CH:60]=1)([O-:51])=[O:50], predict the reactants needed to synthesize it. The reactants are: N([C:3]([O:5][CH:6](C)[CH3:8])=[O:4])=N[C:3]([O:5][CH:6]([CH3:8])C)=[O:4].[OH:15][C@@H:16]1[CH2:20][CH2:19][CH2:18][C@H:17]1[O:21][C:22]1[CH:29]=[CH:28][C:25]([CH:26]=[O:27])=[CH:24][CH:23]=1.C1(P(C2C=CC=CC=2)C2C=CC=CC=2)C=CC=CC=1.[N+:49]([C:52]1[CH:60]=[CH:59][C:55]([C:56](O)=[O:57])=[CH:54][CH:53]=1)([O-:51])=[O:50]. (5) The reactants are: [Br:1][C:2]1[CH:6]=[CH:5][S:4][C:3]=1[C:7]([NH:9][C:10]1[CH:15]=[CH:14][C:13]([O:16][CH3:17])=[CH:12][CH:11]=1)=[O:8].[C:18](O[C:18]([O:20][C:21]([CH3:24])([CH3:23])[CH3:22])=[O:19])([O:20][C:21]([CH3:24])([CH3:23])[CH3:22])=[O:19]. Given the product [Br:1][C:2]1[CH:6]=[CH:5][S:4][C:3]=1[C:7]([N:9]([C:10]1[CH:15]=[CH:14][C:13]([O:16][CH3:17])=[CH:12][CH:11]=1)[C:18](=[O:19])[O:20][C:21]([CH3:24])([CH3:23])[CH3:22])=[O:8], predict the reactants needed to synthesize it. (6) Given the product [C:6]1([CH2:5][CH2:2][CH:3]=[O:4])[CH:11]=[CH:10][CH:9]=[CH:8][CH:7]=1, predict the reactants needed to synthesize it. The reactants are: Br[CH:2]([CH2:5][C:6]1[CH:11]=[CH:10][CH:9]=[CH:8][CH:7]=1)[CH:3]=[O:4].NC(N)=O. (7) Given the product [CH:1]1([CH:7]([C:9]2[CH:14]=[CH:13][CH:12]=[CH:11][CH:10]=2)[NH2:17])[CH2:6][CH2:5][CH2:4][CH2:3][CH2:2]1, predict the reactants needed to synthesize it. The reactants are: [CH:1]1([C:7]([C:9]2[CH:14]=[CH:13][CH:12]=[CH:11][CH:10]=2)=O)[CH2:6][CH2:5][CH2:4][CH2:3][CH2:2]1.[BH3-]C#[N:17].[Na+]. (8) Given the product [CH3:20][C:19]1([CH3:21])[C:22]([CH3:24])([CH3:23])[O:16][B:15](/[CH:14]=[CH:13]/[CH2:12][NH:11][C:9](=[O:10])[O:8][CH2:1][C:2]2[CH:3]=[CH:4][CH:5]=[CH:6][CH:7]=2)[O:17]1, predict the reactants needed to synthesize it. The reactants are: [CH2:1]([O:8][C:9]([NH:11][CH2:12]/[CH:13]=[CH:14]/[B:15]([OH:17])[OH:16])=[O:10])[C:2]1[CH:7]=[CH:6][CH:5]=[CH:4][CH:3]=1.O[C:19]([C:22](O)([CH3:24])[CH3:23])([CH3:21])[CH3:20].S([O-])([O-])(=O)=O.[Mg+2].